Predict the product of the given reaction. From a dataset of Forward reaction prediction with 1.9M reactions from USPTO patents (1976-2016). (1) Given the reactants [C:1](Cl)(=O)C.[Br:5][C:6]1[CH:7]=[C:8]2[C:12](=[CH:13][CH:14]=1)[NH:11][C:10]([C:15]1[CH:20]=[CH:19][C:18]([Cl:21])=[CH:17][CH:16]=1)=[C:9]2[CH2:22][CH2:23][C:24]([OH:26])=[O:25], predict the reaction product. The product is: [Br:5][C:6]1[CH:7]=[C:8]2[C:12](=[CH:13][CH:14]=1)[NH:11][C:10]([C:15]1[CH:16]=[CH:17][C:18]([Cl:21])=[CH:19][CH:20]=1)=[C:9]2[CH2:22][CH2:23][C:24]([O:26][CH3:1])=[O:25]. (2) Given the reactants [Br:1][C:2]1[CH:10]=[C:9]2[C:5]([CH:6]=[CH:7][NH:8]2)=[CH:4][CH:3]=1.[H-].[Na+].[CH2:13](Br)[C:14]1[CH:19]=[CH:18][CH:17]=[CH:16][CH:15]=1.Cl, predict the reaction product. The product is: [CH2:13]([N:8]1[C:9]2[C:5](=[CH:4][CH:3]=[C:2]([Br:1])[CH:10]=2)[CH:6]=[CH:7]1)[C:14]1[CH:19]=[CH:18][CH:17]=[CH:16][CH:15]=1. (3) Given the reactants [F:1][C:2]([F:19])([C:15]([F:18])([F:17])[F:16])[CH2:3][N:4]=[CH:5][C:6]1[C:11]([F:12])=[CH:10][C:9]([F:13])=[CH:8][C:7]=1[F:14].C[Si]([C:24]#[N:25])(C)C, predict the reaction product. The product is: [F:14][C:7]1[CH:8]=[C:9]([F:13])[CH:10]=[C:11]([F:12])[C:6]=1[CH:5]([NH:4][CH2:3][C:2]([F:1])([F:19])[C:15]([F:16])([F:17])[F:18])[C:24]#[N:25]. (4) Given the reactants [F:1][C:2]1[CH:7]=[CH:6][C:5]([Mg]Br)=[CH:4][CH:3]=1.[CH3:10][CH2:11][O:12][C:13]([C@H:15]1[CH2:19][CH2:18][C:17](=[O:20])[N:16]1[C:21]([O:23][C:24]([CH3:27])([CH3:26])[CH3:25])=[O:22])=[O:14].[Cl-].[NH4+], predict the reaction product. The product is: [CH2:11]([O:12][C:13](=[O:14])[C@H:15]([NH:16][C:21]([O:23][C:24]([CH3:27])([CH3:26])[CH3:25])=[O:22])[CH2:19][CH2:18][C:17]([C:5]1[CH:6]=[CH:7][C:2]([F:1])=[CH:3][CH:4]=1)=[O:20])[CH3:10]. (5) Given the reactants [Br:1]N1C(=O)CCC1=O.[CH2:9]([C:11]1[CH:12]=[C:13]([O:17][CH2:18][C:19]2[CH:24]=[CH:23][CH:22]=[CH:21][CH:20]=2)[CH:14]=[CH:15][CH:16]=1)[CH3:10], predict the reaction product. The product is: [Br:1][C:16]1[CH:15]=[CH:14][C:13]([O:17][CH2:18][C:19]2[CH:24]=[CH:23][CH:22]=[CH:21][CH:20]=2)=[CH:12][C:11]=1[CH2:9][CH3:10].